From a dataset of Forward reaction prediction with 1.9M reactions from USPTO patents (1976-2016). Predict the product of the given reaction. (1) Given the reactants [Cl-].[Al+3].[Cl-].[Cl-].[C:5](Cl)(=[O:7])[CH3:6].[Cl:9][CH2:10][CH2:11][CH2:12][C:13]1[CH:18]=[CH:17][CH:16]=[CH:15][CH:14]=1, predict the reaction product. The product is: [Cl:9][CH2:10][CH2:11][CH2:12][C:13]1[CH:18]=[CH:17][C:16]([C:5](=[O:7])[CH3:6])=[CH:15][CH:14]=1. (2) Given the reactants [CH:1]1([CH:7]([NH:10][C:11]([C:13]2[CH:14]=[C:15]3[C:19](=[CH:20][CH:21]=2)[NH:18][N:17]=[C:16]3I)=[O:12])[CH2:8][CH3:9])[CH2:6][CH2:5][CH2:4][CH2:3][CH2:2]1.[CH3:23][N:24]1[CH2:29][CH2:28][CH:27]([O:30][C:31]2[CH:36]=[CH:35][C:34](B3OC(C)(C)C(C)(C)O3)=[CH:33][CH:32]=2)[CH2:26][CH2:25]1, predict the reaction product. The product is: [CH:1]1([CH:7]([NH:10][C:11]([C:13]2[CH:14]=[C:15]3[C:19](=[CH:20][CH:21]=2)[NH:18][N:17]=[C:16]3[C:34]2[CH:35]=[CH:36][C:31]([O:30][CH:27]3[CH2:26][CH2:25][N:24]([CH3:23])[CH2:29][CH2:28]3)=[CH:32][CH:33]=2)=[O:12])[CH2:8][CH3:9])[CH2:6][CH2:5][CH2:4][CH2:3][CH2:2]1.